This data is from Full USPTO retrosynthesis dataset with 1.9M reactions from patents (1976-2016). The task is: Predict the reactants needed to synthesize the given product. (1) Given the product [CH2:1]([O:8][C:9]1([C:12]2[CH:13]=[CH:14][CH:15]=[CH:16][C:17]=2[C:16]#[C:17][C:12]2[CH:13]=[CH:14][C:34]([C:33]([OH:31])=[O:35])=[CH:10][CH:9]=2)[CH2:11][CH2:10]1)[C:2]1[CH:3]=[CH:4][CH:5]=[CH:6][CH:7]=1, predict the reactants needed to synthesize it. The reactants are: [CH2:1]([O:8][C:9]1([C:12]2[CH:17]=[CH:16][C:15](C#CC3C=CC(C(OCC)=O)=CC=3)=[CH:14][CH:13]=2)[CH2:11][CH2:10]1)[C:2]1[CH:7]=[CH:6][CH:5]=[CH:4][CH:3]=1.[OH-:31].[Na+].[CH2:33]([OH:35])[CH3:34]. (2) Given the product [N:34]1[CH:35]=[CH:36][CH:37]=[CH:38][C:33]=1[C:30]1[CH:31]=[CH:32][C:27]([CH2:26][CH:15]([NH:16][S:17]([C:20]2[CH:21]=[N:22][CH:23]=[CH:24][CH:25]=2)(=[O:19])=[O:18])[C:11]2[N:10]=[C:9]([NH:8][CH2:7][C:6]([OH:46])=[O:5])[CH:14]=[CH:13][CH:12]=2)=[CH:28][CH:29]=1, predict the reactants needed to synthesize it. The reactants are: C([O:5][C:6](=[O:46])[CH2:7][N:8](C(OC(C)(C)C)=O)[C:9]1[CH:14]=[CH:13][CH:12]=[C:11]([CH:15]([CH2:26][C:27]2[CH:32]=[CH:31][C:30]([C:33]3[CH:38]=[CH:37][CH:36]=[CH:35][N:34]=3)=[CH:29][CH:28]=2)[NH:16][S:17]([C:20]2[CH:21]=[N:22][CH:23]=[CH:24][CH:25]=2)(=[O:19])=[O:18])[N:10]=1)(C)(C)C.O.Cl. (3) Given the product [CH3:13][N:14]1[CH2:19][CH2:18][N:17]([C:2]2[CH:3]=[CH:4][C:5]([N+:10]([O-:12])=[O:11])=[C:6]([C:8]#[N:9])[CH:7]=2)[CH2:16][CH2:15]1, predict the reactants needed to synthesize it. The reactants are: F[C:2]1[CH:3]=[CH:4][C:5]([N+:10]([O-:12])=[O:11])=[C:6]([C:8]#[N:9])[CH:7]=1.[CH3:13][N:14]1[CH2:19][CH2:18][NH:17][CH2:16][CH2:15]1.C(N(CC)CC)C.O.